From a dataset of Catalyst prediction with 721,799 reactions and 888 catalyst types from USPTO. Predict which catalyst facilitates the given reaction. (1) Reactant: [N+:1]([C:4]1[CH:9]=[CH:8][CH:7]=[CH:6][C:5]=1[S:10]([NH:13][CH2:14][CH2:15][N:16]([C:21](=[O:32])[CH2:22][N:23]1[CH:31]=[C:29]([CH3:30])[C:27](=[O:28])[NH:26][C:24]1=[O:25])[CH2:17][C:18](O)=[O:19])(=[O:12])=[O:11])([O-:3])=[O:2].CN1CCOCC1.O. Product: [N+:1]([C:4]1[CH:9]=[CH:8][CH:7]=[CH:6][C:5]=1[S:10]([N:13]1[CH2:14][CH2:15][N:16]([C:21](=[O:32])[CH2:22][N:23]2[CH:31]=[C:29]([CH3:30])[C:27](=[O:28])[NH:26][C:24]2=[O:25])[CH2:17][C:18]1=[O:19])(=[O:11])=[O:12])([O-:3])=[O:2]. The catalyst class is: 1. (2) Reactant: [NH2:1][C:2]1[C:10]2[C:5](=[N:6][CH:7]=[CH:8][N:9]=2)[S:4][C:3]=1[C:11]([OH:13])=O.CN(C(ON1N=NC2C=CC=NC1=2)=[N+](C)C)C.F[P-](F)(F)(F)(F)F.CCN(C(C)C)C(C)C.Cl.[NH2:48][C:49]1[CH:50]=[C:51]([NH:56][C:57](=[O:69])[C:58]2[CH:63]=[CH:62][CH:61]=[C:60]([C:64]([C:67]#[N:68])([CH3:66])[CH3:65])[CH:59]=2)[CH:52]=[CH:53][C:54]=1[CH3:55]. Product: [NH2:1][C:2]1[C:10]2[C:5](=[N:6][CH:7]=[CH:8][N:9]=2)[S:4][C:3]=1[C:11]([NH:48][C:49]1[CH:50]=[C:51]([NH:56][C:57](=[O:69])[C:58]2[CH:63]=[CH:62][CH:61]=[C:60]([C:64]([C:67]#[N:68])([CH3:65])[CH3:66])[CH:59]=2)[CH:52]=[CH:53][C:54]=1[CH3:55])=[O:13]. The catalyst class is: 3. (3) Reactant: [Br:1][C:2]1(O)[CH:7]=[CH:6][CH:5]=[CH:4][NH:3]1.[H-].[Na+].CC1C=CC(S([O:21][CH2:22][C@@H:23]2[CH2:27][CH2:26][CH2:25][N:24]2[S:28]([C:31]2[CH:39]=[CH:38][C:37]3[N:36]4[CH2:40][C:41]([CH3:45])([CH3:44])[CH2:42][N:43]=[C:35]4[C:34]4(OCCC[O:46]4)[C:33]=3[CH:32]=2)(=[O:30])=[O:29])(=O)=O)=CC=1.CN(C=O)C. Product: [Br:1][C:2]1[C:7]([O:21][CH2:22][C@@H:23]2[CH2:27][CH2:26][CH2:25][N:24]2[S:28]([C:31]2[CH:39]=[CH:38][C:37]3[N:36]4[CH2:40][C:41]([CH3:44])([CH3:45])[CH2:42][N:43]=[C:35]4[C:34](=[O:46])[C:33]=3[CH:32]=2)(=[O:29])=[O:30])=[CH:6][CH:5]=[CH:4][N:3]=1. The catalyst class is: 1. (4) Reactant: C1(P(C2C=CC=CC=2)C2C=CC=CC=2)C=CC=CC=1.[CH2:20]([O:38][CH2:39][C@@H:40]([N:50]=[N+]=[N-])[CH2:41][CH2:42][CH2:43][CH2:44][CH2:45][CH2:46][CH2:47][CH2:48][CH3:49])[CH2:21][CH2:22][CH2:23][CH2:24][CH2:25][CH2:26][CH2:27]/[CH:28]=[CH:29]\[CH2:30]/[CH:31]=[CH:32]\[CH2:33][CH2:34][CH2:35][CH2:36][CH3:37]. Product: [CH2:20]([O:38][CH2:39][C@@H:40]([NH2:50])[CH2:41][CH2:42][CH2:43][CH2:44][CH2:45][CH2:46][CH2:47][CH2:48][CH3:49])[CH2:21][CH2:22][CH2:23][CH2:24][CH2:25][CH2:26][CH2:27]/[CH:28]=[CH:29]\[CH2:30]/[CH:31]=[CH:32]\[CH2:33][CH2:34][CH2:35][CH2:36][CH3:37]. The catalyst class is: 1. (5) Reactant: [Br:1][C:2]1[CH:3]=[C:4]([CH2:11][C:12]([O:14][CH3:15])=[O:13])[CH:5]=[C:6]([CH:9]=[O:10])[C:7]=1[OH:8].C(N(CC)C(C)C)(C)C.[CH3:25][O:26][CH2:27][CH2:28][O:29][CH2:30]Cl. Product: [CH3:15][O:14][C:12](=[O:13])[CH2:11][C:4]1[CH:5]=[C:6]([CH:9]=[O:10])[C:7]([O:8][CH2:25][O:26][CH2:27][CH2:28][O:29][CH3:30])=[C:2]([Br:1])[CH:3]=1. The catalyst class is: 646. (6) Reactant: [CH2:1]([O:8][CH2:9][CH2:10][N:11]([CH2:30][CH2:31][O:32][Si:33]([C:36]([CH3:39])([CH3:38])[CH3:37])([CH3:35])[CH3:34])[C:12]1[C:17]([N+:18]([O-])=O)=[C:16]([N:21]([CH:23]2[CH2:27][CH2:26][CH2:25][CH2:24]2)[CH3:22])[N:15]=[C:14]([C:28]#[N:29])[N:13]=1)[C:2]1[CH:7]=[CH:6][CH:5]=[CH:4][CH:3]=1. Product: [NH2:18][C:17]1[C:12]([N:11]([CH2:10][CH2:9][O:8][CH2:1][C:2]2[CH:3]=[CH:4][CH:5]=[CH:6][CH:7]=2)[CH2:30][CH2:31][O:32][Si:33]([C:36]([CH3:39])([CH3:38])[CH3:37])([CH3:35])[CH3:34])=[N:13][C:14]([C:28]#[N:29])=[N:15][C:16]=1[N:21]([CH:23]1[CH2:27][CH2:26][CH2:25][CH2:24]1)[CH3:22]. The catalyst class is: 153.